This data is from Full USPTO retrosynthesis dataset with 1.9M reactions from patents (1976-2016). The task is: Predict the reactants needed to synthesize the given product. (1) Given the product [CH3:36][O:35][N:34]([CH3:33])[C:12]([C:11]1[CH:15]=[CH:16][N:17]=[C:9]([NH:8][C:6](=[O:7])[O:5][C:1]([CH3:2])([CH3:3])[CH3:4])[CH:10]=1)=[O:14], predict the reactants needed to synthesize it. The reactants are: [C:1]([O:5][C:6]([NH:8][C:9]1[CH:10]=[C:11]([CH:15]=[CH:16][N:17]=1)[C:12]([OH:14])=O)=[O:7])([CH3:4])([CH3:3])[CH3:2].C1C=CC2N(O)N=NC=2C=1.C(Cl)CCl.Cl.[CH3:33][NH:34][O:35][CH3:36].CCN(CC)CC. (2) Given the product [CH2:29]([O:28][CH:24]([O:25][CH2:26][CH3:27])[C:22]1[O:23][C:16]2[C:15]([C:11]3[CH:10]=[C:9]([OH:8])[CH:14]=[CH:13][CH:12]=3)=[CH:20][N:19]=[CH:18][C:17]=2[CH:21]=1)[CH3:30], predict the reactants needed to synthesize it. The reactants are: C([O:8][C:9]1[CH:10]=[C:11]([C:15]2[C:16]3[O:23][C:22]([CH:24]([O:28][CH2:29][CH3:30])[O:25][CH2:26][CH3:27])=[CH:21][C:17]=3[CH:18]=[N:19][CH:20]=2)[CH:12]=[CH:13][CH:14]=1)C1C=CC=CC=1. (3) Given the product [CH:10]([C:11]1[N:12]=[CH:13][C:14]([C:17]([O:19][C:20]([CH3:23])([CH3:22])[CH3:21])=[O:18])=[N:15][CH:16]=1)=[O:26], predict the reactants needed to synthesize it. The reactants are: I([O-])(=O)(=O)=O.[Na+].CN(C)/C=[CH:10]/[C:11]1[N:12]=[CH:13][C:14]([C:17]([O:19][C:20]([CH3:23])([CH3:22])[CH3:21])=[O:18])=[N:15][CH:16]=1.C(=O)(O)[O-:26].[Na+].C(OCC)(=O)C. (4) Given the product [CH3:1][C:2]1([C:3]2[CH:27]=[CH:7][CH:6]=[CH:5][CH:4]=2)[NH:31][C:22](=[O:26])[C:23]([C:24]#[N:25])=[C:16]([C:13]2[CH:12]=[CH:11][C:10]([CH3:9])=[CH:15][CH:14]=2)[CH2:18]1, predict the reactants needed to synthesize it. The reactants are: [CH3:1][C:2](=O)[CH2:3][CH2:4][CH2:5][CH2:6][CH3:7].[CH3:9][C:10]1[CH:11]=[CH:12][C:13]([C:16]([CH3:18])=O)=[CH:14][CH:15]=1.C(O[C:22](=[O:26])[CH2:23][C:24]#[N:25])C.[C:27]([O-])(=O)C.[NH4+:31]. (5) Given the product [N:14]([CH2:12][CH2:11][CH2:10][CH2:9][CH2:8][CH2:7][CH2:6][CH2:5][CH2:4][CH2:3][CH2:2][OH:13])=[N+:15]=[N-:16], predict the reactants needed to synthesize it. The reactants are: Br[CH:2]([OH:13])[CH2:3][CH2:4][CH2:5][CH2:6][CH2:7][CH2:8][CH2:9][CH2:10][CH2:11][CH3:12].[N-:14]=[N+:15]=[N-:16].[Na+]. (6) Given the product [CH2:1]([NH:4][C:13](=[O:14])[O:15][CH2:16][C:17]1[CH:22]=[CH:21][CH:20]=[CH:19][CH:18]=1)[C:2]#[CH:3], predict the reactants needed to synthesize it. The reactants are: [CH2:1]([NH2:4])[C:2]#[CH:3].C(N(CC)CC)C.Cl[C:13]([O:15][CH2:16][C:17]1[CH:22]=[CH:21][CH:20]=[CH:19][CH:18]=1)=[O:14]. (7) Given the product [CH2:36]([O:43][C:17]([NH:16][C:13]1[C:14](=[O:15])[N:9]([CH2:8][C:6]([OH:5])=[O:7])[C:10]([C:25]2[CH:26]=[CH:27][CH:28]=[CH:29][CH:30]=2)=[N:11][CH:12]=1)=[O:24])[C:37]1[CH:42]=[CH:41][CH:40]=[CH:39][CH:38]=1, predict the reactants needed to synthesize it. The reactants are: C([O:5][C:6]([CH2:8][N:9]1[C:14](=[O:15])[C:13]([NH:16][C:17](=[O:24])C2C=CC=CC=2)=[CH:12][N:11]=[C:10]1[C:25]1[CH:30]=[CH:29][CH:28]=[CH:27][CH:26]=1)=[O:7])(C)(C)C.C[O-].[Na+].[OH-].[Na+].[CH2:36]([O:43]C(Cl)=O)[C:37]1[CH:42]=[CH:41][CH:40]=[CH:39][CH:38]=1.